Dataset: Forward reaction prediction with 1.9M reactions from USPTO patents (1976-2016). Task: Predict the product of the given reaction. (1) The product is: [F:1][C:2]1[CH:7]=[CH:6][C:5]([CH3:8])=[CH:4][C:3]=1[O:9][CH2:11][CH2:12][CH2:13][C:14]([OH:16])=[O:15]. Given the reactants [F:1][C:2]1[CH:7]=[CH:6][C:5]([CH3:8])=[CH:4][C:3]=1[OH:9].Br[CH2:11][CH2:12][CH2:13][C:14]([O:16]CC)=[O:15].C(=O)([O-])[O-].[K+].[K+].[OH-].[Na+].Cl, predict the reaction product. (2) Given the reactants C1[CH:2]=[N:3][C:4]2[N:11]=[C:10](N)[NH:9][C:7](=O)[C:5]=2[N:6]=1.C1(Cl)O[C@H](CO)[C@@H](O)[C@H]1O.[H][H], predict the reaction product. The product is: [N:9]1[CH:7]=[C:5]2[C:4]([N:3]=[CH:2][NH:6]2)=[N:11][CH:10]=1. (3) Given the reactants [CH3:1][S:2][CH:3](O)[CH3:4].[NH2:6][C:7]1[CH:12]=[N:11][C:10](Br)=[CH:9][N:8]=1.[OH2:14].O.N, predict the reaction product. The product is: [CH3:1][S:2][CH2:3][CH2:4][O:14][C:10]1[N:11]=[CH:12][C:7]([NH2:6])=[N:8][CH:9]=1. (4) Given the reactants [F:1][C:2]([F:21])([F:20])[C:3]1[CH:8]=[CH:7][C:6]([NH:9][C:10]2[C:11]3[CH2:19][NH:18][CH2:17][CH2:16][C:12]=3[N:13]=[CH:14][N:15]=2)=[CH:5][CH:4]=1.[C:22]1([CH3:31])[CH:27]=[CH:26][CH:25]=[CH:24][C:23]=1B(O)O.C(N(CC)CC)C, predict the reaction product. The product is: [F:21][C:2]([F:1])([F:20])[C:3]1[CH:8]=[CH:7][C:6]([NH:9][C:10]2[C:11]3[CH2:19][N:18]([C:23]4[CH:24]=[CH:25][CH:26]=[CH:27][C:22]=4[CH3:31])[CH2:17][CH2:16][C:12]=3[N:13]=[CH:14][N:15]=2)=[CH:5][CH:4]=1. (5) Given the reactants [CH3:1][O:2][C:3]1[C:8]([NH2:9])=[CH:7][CH:6]=[CH:5][N:4]=1.[Br:10]N1C(=O)CCC1=O.O, predict the reaction product. The product is: [Br:10][C:5]1[N:4]=[C:3]([O:2][CH3:1])[C:8]([NH2:9])=[CH:7][CH:6]=1. (6) The product is: [C:16]([C:19]1[CH:20]=[C:21]([S:25]([N:7]2[CH2:6][CH2:5][N:4]([C:8]3[CH:9]=[CH:10][C:11]([C:14]#[N:15])=[N:12][CH:13]=3)[CH2:3][C@H:2]2[CH3:1])(=[O:27])=[O:26])[CH:22]=[CH:23][CH:24]=1)(=[O:18])[CH3:17]. Given the reactants [CH3:1][C@H:2]1[NH:7][CH2:6][CH2:5][N:4]([C:8]2[CH:9]=[CH:10][C:11]([C:14]#[N:15])=[N:12][CH:13]=2)[CH2:3]1.[C:16]([C:19]1[CH:20]=[C:21]([S:25](Cl)(=[O:27])=[O:26])[CH:22]=[CH:23][CH:24]=1)(=[O:18])[CH3:17].C(N(C(C)C)CC)(C)C, predict the reaction product.